From a dataset of Forward reaction prediction with 1.9M reactions from USPTO patents (1976-2016). Predict the product of the given reaction. (1) Given the reactants [CH2:1]1[C:6]2([CH2:11][CH2:10][NH:9][CH2:8][CH2:7]2)[CH2:5][CH2:4][N:3]([C:12]([O:14][C:15]([CH3:18])([CH3:17])[CH3:16])=[O:13])[CH2:2]1.[F:19][C:20]1[CH:28]=[CH:27][C:23]([C:24](O)=[O:25])=[CH:22][C:21]=1[O:29][CH3:30].C(N(CC)C(C)C)(C)C.F[P-](F)(F)(F)(F)F.N1(OC(N(C)C)=[N+](C)C)C2N=CC=CC=2N=N1, predict the reaction product. The product is: [F:19][C:20]1[CH:28]=[CH:27][C:23]([C:24]([N:9]2[CH2:10][CH2:11][C:6]3([CH2:1][CH2:2][N:3]([C:12]([O:14][C:15]([CH3:18])([CH3:17])[CH3:16])=[O:13])[CH2:4][CH2:5]3)[CH2:7][CH2:8]2)=[O:25])=[CH:22][C:21]=1[O:29][CH3:30]. (2) Given the reactants [Cl:1][C:2]1[CH:21]=[C:20]([Cl:22])[CH:19]=[CH:18][C:3]=1[O:4][CH2:5][C:6]([NH:8][C:9]1[CH:10]=[C:11]([CH:15]=[CH:16][CH:17]=1)[C:12]([OH:14])=O)=[O:7].[CH2:23]([NH2:30])[C:24]1[CH:29]=[CH:28][CH:27]=[CH:26][CH:25]=1.C(Cl)CCl.C1C=CC2N(O)N=NC=2C=1.CCN(C(C)C)C(C)C, predict the reaction product. The product is: [CH2:23]([NH:30][C:12](=[O:14])[C:11]1[CH:15]=[CH:16][CH:17]=[C:9]([NH:8][C:6](=[O:7])[CH2:5][O:4][C:3]2[CH:18]=[CH:19][C:20]([Cl:22])=[CH:21][C:2]=2[Cl:1])[CH:10]=1)[C:24]1[CH:29]=[CH:28][CH:27]=[CH:26][CH:25]=1. (3) Given the reactants C([O-])([O-])=O.[K+].[K+].[CH2:7]([O:9][C:10](=[O:23])[C:11]1[CH:16]=[C:15](I)[C:14]([O:18][CH2:19][O:20][CH3:21])=[C:13](Br)[CH:12]=1)[CH3:8].C(O[C:27](=O)[C:28]1[CH:33]=[C:32](Br)[C:31](OCOC)=[C:30](Br)[CH:29]=1)C.[CH3:41][C:42]1[CH:43]=[C:44](B(O)O)[CH:45]=C[CH:47]=1.[CH2:51](Cl)Cl.CCO[C:57]([CH3:59])=O, predict the reaction product. The product is: [CH2:7]([O:9][C:10](=[O:23])[C:11]1[CH:16]=[C:15]([C:44]2[CH:43]=[C:42]([CH3:47])[CH:41]=[C:57]([CH3:59])[CH:45]=2)[C:14]([O:18][CH2:19][O:20][CH3:21])=[C:13]([C:32]2[CH:31]=[C:30]([CH3:51])[CH:29]=[C:28]([CH3:27])[CH:33]=2)[CH:12]=1)[CH3:8].